Dataset: Forward reaction prediction with 1.9M reactions from USPTO patents (1976-2016). Task: Predict the product of the given reaction. (1) The product is: [S:1]1[C:5]2[CH:6]=[C:7]([NH:10][C:11]3[C:12]4[CH:19]=[C:18]([C:20]5[CH2:21][CH2:22][N:23]([C:26]([C:28]6([CH2:31][N:36]7[CH2:37][CH2:39][CH2:42][CH2:41][CH2:40]7)[CH2:29][CH2:30]6)=[O:27])[CH2:24][CH:25]=5)[NH:17][C:13]=4[N:14]=[CH:15][N:16]=3)[CH:8]=[CH:9][C:4]=2[N:3]=[CH:2]1. Given the reactants [S:1]1[C:5]2[CH:6]=[C:7]([NH:10][C:11]3[C:12]4[CH:19]=[C:18]([C:20]5[CH2:21][CH2:22][N:23]([C:26]([C:28]6([CH2:31]O)[CH2:30][CH2:29]6)=[O:27])[CH2:24][CH:25]=5)[NH:17][C:13]=4[N:14]=[CH:15][N:16]=3)[CH:8]=[CH:9][C:4]=2[N:3]=[CH:2]1.C([N:36]([CH2:40][CH3:41])[CH:37]([CH3:39])C)(C)C.[CH3:42]S(OS(C)(=O)=O)(=O)=O, predict the reaction product. (2) Given the reactants [N:1]1([CH:14]2[CH2:19][CH2:18][CH2:17][NH:16][CH2:15]2)[C:12]2=[C:13]3[C:8](=[CH:9][CH:10]=[CH:11]2)[CH:7]=[N:6][CH:5]=[C:4]3[CH2:3][CH2:2]1.[CH3:20][O:21][C:22]1[CH:29]=[CH:28][C:25]([CH:26]=O)=[CH:24][CH:23]=1.C(O[BH-](OC(=O)C)OC(=O)C)(=O)C.[Na+].C(=O)([O-])O.[Na+], predict the reaction product. The product is: [CH3:20][O:21][C:22]1[CH:29]=[CH:28][C:25]([CH2:26][N:16]2[CH2:17][CH2:18][CH2:19][CH:14]([N:1]3[C:12]4=[C:13]5[C:8](=[CH:9][CH:10]=[CH:11]4)[CH:7]=[N:6][CH:5]=[C:4]5[CH2:3][CH2:2]3)[CH2:15]2)=[CH:24][CH:23]=1. (3) Given the reactants [Cl:1][C:2]1[CH:18]=[CH:17][C:16]([Cl:19])=[CH:15][C:3]=1[O:4][C:5]1[C:10]([C:11]([O-:13])=O)=[CH:9][N:8]=[C:7]([CH3:14])[CH:6]=1.[Li+].C(N(C(C)C)C(C)C)C.CN(C(ON1N=NC2C=CC=NC1=2)=[N+](C)C)C.F[P-](F)(F)(F)(F)F.[CH:54]1([N:57]2[C:66]3[C:61](=[CH:62][CH:63]=[CH:64][CH:65]=3)[NH:60][CH2:59][CH2:58]2)[CH2:56][CH2:55]1.C(=O)(O)[O-].[Na+], predict the reaction product. The product is: [CH:54]1([N:57]2[C:66]3[C:61](=[CH:62][CH:63]=[CH:64][CH:65]=3)[N:60]([C:11]([C:10]3[CH:9]=[N:8][C:7]([CH3:14])=[CH:6][C:5]=3[O:4][C:3]3[CH:15]=[C:16]([Cl:19])[CH:17]=[CH:18][C:2]=3[Cl:1])=[O:13])[CH2:59][CH2:58]2)[CH2:56][CH2:55]1. (4) The product is: [CH:17]([O:16][C:13]1[CH:14]=[C:15]2[C:10]([CH2:9][CH2:8][N:7]3[CH:1]=[N:3][CH:4]=[C:5]32)=[CH:11][C:12]=1[O:20][CH3:21])([CH3:19])[CH3:18]. Given the reactants [CH:1]([NH:3][CH2:4][C:5]([NH:7][CH2:8][CH2:9][C:10]1[CH:15]=[CH:14][C:13]([O:16][CH:17]([CH3:19])[CH3:18])=[C:12]([O:20][CH3:21])[CH:11]=1)=O)=O.O=P(Cl)(Cl)Cl, predict the reaction product. (5) Given the reactants Br[C:2]1[CH:10]=[C:9]2[C:5]([CH:6]=[CH:7][NH:8]2)=[CH:4][C:3]=1[F:11].[C:12]1(B(O)O)[CH:17]=[CH:16][CH:15]=[CH:14][CH:13]=1.C(=O)([O-])[O-].[Na+].[Na+].COCCOC, predict the reaction product. The product is: [F:11][C:3]1[CH:4]=[C:5]2[C:9](=[CH:10][C:2]=1[C:12]1[CH:17]=[CH:16][CH:15]=[CH:14][CH:13]=1)[NH:8][CH:7]=[CH:6]2. (6) Given the reactants [OH:1][C:2]1[CH:10]=[CH:9][CH:8]=[CH:7][C:3]=1[C:4]([OH:6])=[O:5].Cl.[CH3:12]O, predict the reaction product. The product is: [OH:1][C:2]1[CH:10]=[CH:9][CH:8]=[CH:7][C:3]=1[C:4]([O:6][CH3:12])=[O:5]. (7) Given the reactants [SH:1][C:2]1[N:3]([CH3:31])[C:4]([C:7]2[CH:12]=[CH:11][N:10]3[C:13]([C:16]4[CH:17]=[C:18]([NH:22][C:23]([NH:25][CH2:26][C:27]([F:30])([F:29])[F:28])=[O:24])[CH:19]=[CH:20][CH:21]=4)=[CH:14][N:15]=[C:9]3[CH:8]=2)=[N:5][N:6]=1.[OH-:32].[K+].I[CH3:35], predict the reaction product. The product is: [CH:23]([OH:24])=[O:32].[CH3:31][N:3]1[C:2]([S:1][CH3:35])=[N:6][N:5]=[C:4]1[C:7]1[CH:12]=[CH:11][N:10]2[C:13]([C:16]3[CH:17]=[C:18]([NH:22][C:23]([NH:25][CH2:26][C:27]([F:30])([F:28])[F:29])=[O:24])[CH:19]=[CH:20][CH:21]=3)=[CH:14][N:15]=[C:9]2[CH:8]=1. (8) Given the reactants [N:1]1([CH2:6][CH2:7][NH2:8])[CH2:5][CH2:4][CH2:3][CH2:2]1.C([O-])([O-])=O.[K+].[K+].F[C:16]1[CH:43]=[CH:42][C:41]([C:44]([F:47])([F:46])[F:45])=[CH:40][C:17]=1[C:18]([NH:20][C:21]1[CH:26]=[CH:25][C:24]([CH3:27])=[C:23]([C:28]2[CH:29]=[C:30]3[C:35](=[CH:36][CH:37]=2)[N:34]=[C:33]([NH:38][CH3:39])[N:32]=[CH:31]3)[CH:22]=1)=[O:19], predict the reaction product. The product is: [CH3:27][C:24]1[CH:25]=[CH:26][C:21]([NH:20][C:18](=[O:19])[C:17]2[CH:40]=[C:41]([C:44]([F:45])([F:46])[F:47])[CH:42]=[CH:43][C:16]=2[NH:8][CH2:7][CH2:6][N:1]2[CH2:5][CH2:4][CH2:3][CH2:2]2)=[CH:22][C:23]=1[C:28]1[CH:29]=[C:30]2[C:35](=[CH:36][CH:37]=1)[N:34]=[C:33]([NH:38][CH3:39])[N:32]=[CH:31]2. (9) Given the reactants C(OC([NH:8][C@H:9]1[C@@H:14]([N:15]2[CH:19]=[CH:18][N:17]=[N:16]2)[C@@H:13]([CH3:20])[CH2:12][N:11]([C:21]2[CH:26]=[CH:25][N:24]=[CH:23][C:22]=2[NH:27][C:28]([C:30]2[C:39]([NH:40]C(=O)OCC3C=CC=CC=3)=[CH:38][C:37]3[C:32](=[CH:33][C:34]([C:51]4[CH2:52][CH2:53][O:54][CH2:55][CH:56]=4)=[CH:35][CH:36]=3)[N:31]=2)=[O:29])[CH2:10]1)=O)(C)(C)C.C1COCC1.Cl.O1CCOCC1, predict the reaction product. The product is: [NH2:40][C:39]1[C:30]([C:28]([NH:27][C:22]2[CH:23]=[N:24][CH:25]=[CH:26][C:21]=2[N:11]2[CH2:12][C@H:13]([CH3:20])[C@H:14]([N:15]3[CH:19]=[CH:18][N:17]=[N:16]3)[C@H:9]([NH2:8])[CH2:10]2)=[O:29])=[N:31][C:32]2[C:37]([CH:38]=1)=[CH:36][CH:35]=[C:34]([CH:51]1[CH2:56][CH2:55][O:54][CH2:53][CH2:52]1)[CH:33]=2.